Dataset: hERG Central: cardiac toxicity at 1µM, 10µM, and general inhibition. Task: Predict hERG channel inhibition at various concentrations. (1) The compound is COC(=O)C1CCN(C(=O)c2sc3nc(-c4ccc(F)cc4)cn3c2C)CC1. Results: hERG_inhib (hERG inhibition (general)): blocker. (2) The molecule is CCOC(=O)N1CCC(NC(=O)CC(NS(=O)(=O)c2ccc(Cl)cc2)c2ccco2)CC1. Results: hERG_inhib (hERG inhibition (general)): blocker. (3) The compound is CC(C)(CN1CCC(Cc2ccccc2)CC1)NS(=O)(=O)c1ccccc1.O=C(O)C(=O)O. Results: hERG_inhib (hERG inhibition (general)): blocker.